Dataset: Catalyst prediction with 721,799 reactions and 888 catalyst types from USPTO. Task: Predict which catalyst facilitates the given reaction. Reactant: [Cl:1][C:2]1[C:11]([C:12]#[N:13])=[C:10]2[C:5]([C:6](=[O:20])[C:7]([C:17]([OH:19])=[O:18])=[CH:8][N:9]2[CH:14]2[CH2:16][CH2:15]2)=[CH:4][C:3]=1[F:21].[CH3:22][C@H:23]1[CH2:28][NH:27][CH2:26][C@@H:25]([CH3:29])[NH:24]1. Product: [ClH:1].[C:12]([C:11]1[C:2]([N:27]2[CH2:26][CH:25]([CH3:29])[NH:24][CH:23]([CH3:22])[CH2:28]2)=[C:3]([F:21])[CH:4]=[C:5]2[C:10]=1[N:9]([CH:14]1[CH2:16][CH2:15]1)[CH:8]=[C:7]([C:17]([OH:19])=[O:18])[C:6]2=[O:20])#[N:13]. The catalyst class is: 10.